Dataset: Reaction yield outcomes from USPTO patents with 853,638 reactions. Task: Predict the reaction yield, written as a fraction of the theoretical maximum amount of product (1.0 means a 100% yield; for example, 0.34 means a 34% yield). (1) The reactants are Cl[C:2]1[C:7]([F:8])=[CH:6][N:5]2[N:9]=[CH:10][CH:11]=[C:4]2[N:3]=1.[NH3:12]. The catalyst is CO. The product is [F:8][C:7]1[C:2]([NH2:12])=[N:3][C:4]2[N:5]([N:9]=[CH:10][CH:11]=2)[CH:6]=1. The yield is 0.940. (2) The reactants are [S:1]1[CH2:5][CH2:4][CH2:3][CH2:2]1.[Br:6][CH2:7][C:8]([O:10][CH2:11][CH3:12])=[O:9]. The catalyst is CC(C)=O. The product is [Br-:6].[CH2:11]([O:10][C:8](=[O:9])[CH2:7][S+:1]1[CH2:5][CH2:4][CH2:3][CH2:2]1)[CH3:12]. The yield is 0.820. (3) The reactants are [F:1][C:2]1[CH:3]=[C:4]([C@H:10]2[CH2:14][CH2:13][CH2:12][N:11]2[C:15]2[CH:20]=[CH:19][N:18]3[N:21]=[CH:22][C:23]([C:24]([OH:26])=O)=[C:17]3[N:16]=2)[C:5]([O:8][CH3:9])=[N:6][CH:7]=1.CN(C(ON1N=NC2C=CC=NC1=2)=[N+](C)C)C.F[P-](F)(F)(F)(F)F.CCN(C(C)C)C(C)C.[NH2:60][CH2:61][CH2:62][OH:63]. The catalyst is CN(C=O)C. The product is [F:1][C:2]1[CH:3]=[C:4]([C@H:10]2[CH2:14][CH2:13][CH2:12][N:11]2[C:15]2[CH:20]=[CH:19][N:18]3[N:21]=[CH:22][C:23]([C:24]([NH:60][CH2:61][CH2:62][OH:63])=[O:26])=[C:17]3[N:16]=2)[C:5]([O:8][CH3:9])=[N:6][CH:7]=1. The yield is 0.850. (4) The reactants are [C:1]([O:5][C:6]([N:8]1[CH2:13][CH:12]=[C:11](B2OC(C)(C)C(C)(C)O2)[C:10]([CH3:24])([CH3:23])[CH2:9]1)=[O:7])([CH3:4])([CH3:3])[CH3:2].Br[C:26]1[CH:27]=[C:28]([N+:33]([O-:35])=[O:34])[C:29]([CH3:32])=[N:30][CH:31]=1.P([O-])([O-])([O-])=O.[K+].[K+].[K+].O. The catalyst is O1CCOCC1.[Pd].C1(P(C2C=CC=CC=2)C2C=CC=CC=2)C=CC=CC=1.C1(P(C2C=CC=CC=2)C2C=CC=CC=2)C=CC=CC=1.C1(P(C2C=CC=CC=2)C2C=CC=CC=2)C=CC=CC=1.C1(P(C2C=CC=CC=2)C2C=CC=CC=2)C=CC=CC=1. The product is [C:1]([O:5][C:6]([N:8]1[CH2:13][CH:12]=[C:11]([C:26]2[CH:31]=[N:30][C:29]([CH3:32])=[C:28]([N+:33]([O-:35])=[O:34])[CH:27]=2)[C:10]([CH3:23])([CH3:24])[CH2:9]1)=[O:7])([CH3:2])([CH3:3])[CH3:4]. The yield is 0.600.